Dataset: Peptide-MHC class II binding affinity with 134,281 pairs from IEDB. Task: Regression. Given a peptide amino acid sequence and an MHC pseudo amino acid sequence, predict their binding affinity value. This is MHC class II binding data. (1) The peptide sequence is LDKFLANVSTVLTGK. The MHC is DRB1_0404 with pseudo-sequence DRB1_0404. The binding affinity (normalized) is 0.401. (2) The peptide sequence is CDEFINVPEWSYIVEKA. The MHC is DRB3_0101 with pseudo-sequence DRB3_0101. The binding affinity (normalized) is 0.469. (3) The peptide sequence is TGNIVSSVNMVSRLL. The MHC is DRB1_0401 with pseudo-sequence DRB1_0401. The binding affinity (normalized) is 0.945.